This data is from Forward reaction prediction with 1.9M reactions from USPTO patents (1976-2016). The task is: Predict the product of the given reaction. (1) Given the reactants [Cl:1][C:2]1[CH:3]=[C:4]([OH:13])[C:5]([CH3:12])=[C:6]([CH:11]=1)[C:7]([O:9][CH3:10])=[O:8].O[CH:15]1[CH2:20][CH2:19][N:18]([C:21]([O:23][C:24]([CH3:27])([CH3:26])[CH3:25])=[O:22])[CH2:17][CH2:16]1.C1(P(C2C=CC=CC=2)C2C=CC=CC=2)C=CC=CC=1.CC(OC(/N=N/C(OC(C)C)=O)=O)C, predict the reaction product. The product is: [Cl:1][C:2]1[CH:11]=[C:6]([C:7]([O:9][CH3:10])=[O:8])[C:5]([CH3:12])=[C:4]([CH:3]=1)[O:13][CH:15]1[CH2:20][CH2:19][N:18]([C:21]([O:23][C:24]([CH3:27])([CH3:26])[CH3:25])=[O:22])[CH2:17][CH2:16]1. (2) Given the reactants [CH3:1][O:2][C:3]([C:5]1([C:8]2[CH:13]=[CH:12][CH:11]=[CH:10][CH:9]=2)[CH2:7][CH2:6]1)=[O:4].[Cl:14][S:15](O)(=[O:17])=[O:16], predict the reaction product. The product is: [CH3:1][O:2][C:3]([C:5]1([C:8]2[CH:13]=[CH:12][C:11]([S:15]([Cl:14])(=[O:17])=[O:16])=[CH:10][CH:9]=2)[CH2:7][CH2:6]1)=[O:4].